Dataset: Forward reaction prediction with 1.9M reactions from USPTO patents (1976-2016). Task: Predict the product of the given reaction. (1) Given the reactants [F:1][C:2]1[CH:7]=[C:6]([C:8]([F:11])([F:10])[F:9])[CH:5]=[CH:4][C:3]=1[C:12]1[C:21]2[CH2:20][CH2:19][CH2:18][C@@H:17]([NH2:22])[C:16]=2[CH:15]=[N:14][CH:13]=1.[CH3:23][S:24](Cl)(=[O:26])=[O:25], predict the reaction product. The product is: [F:1][C:2]1[CH:7]=[C:6]([C:8]([F:9])([F:11])[F:10])[CH:5]=[CH:4][C:3]=1[C:12]1[C:21]2[CH2:20][CH2:19][CH2:18][C@@H:17]([NH:22][S:24]([CH3:23])(=[O:26])=[O:25])[C:16]=2[CH:15]=[N:14][CH:13]=1. (2) Given the reactants [Cl:1][C:2]1[CH:10]=[C:9]2[C:5]([C:6]([C:11](=[O:16])C(F)(F)F)=[CH:7][NH:8]2)=[CH:4][CH:3]=1.C(=O)([O-])[O-].[K+].[K+].Br[CH2:24][CH:25]1[CH2:30][CH2:29][CH2:28][CH2:27][CH2:26]1.[OH-:31].[Na+], predict the reaction product. The product is: [Cl:1][C:2]1[CH:10]=[C:9]2[C:5]([C:6]([C:11]([OH:16])=[O:31])=[CH:7][N:8]2[CH2:24][CH:25]2[CH2:30][CH2:29][CH2:28][CH2:27][CH2:26]2)=[CH:4][CH:3]=1. (3) The product is: [C:12]([C:16]1[CH:17]=[CH:18][C:19]([C:20]([C:22]2[C:23]([C:38]3[CH:39]=[CH:40][C:41]([F:44])=[CH:42][CH:43]=3)=[C:24]3[C:29](=[CH:30][C:31]=2[CH:32]([CH3:34])[CH3:33])[O:28][C:27]([CH3:35])([CH3:36])[CH2:26][C@@H:25]3[OH:37])=[O:21])=[CH:45][CH:46]=1)([CH3:14])([CH3:15])[CH3:13]. Given the reactants N[C@@H]1C2C(=CC=CC=2)C[C@@H]1O.[C:12]([C:16]1[CH:46]=[CH:45][C:19]([C:20]([C:22]2[C:23]([C:38]3[CH:43]=[CH:42][C:41]([F:44])=[CH:40][CH:39]=3)=[C:24]3[C:29](=[CH:30][C:31]=2[CH:32]([CH3:34])[CH3:33])[O:28][C:27]([CH3:36])([CH3:35])[CH2:26][C:25]3=[O:37])=[O:21])=[CH:18][CH:17]=1)([CH3:15])([CH3:14])[CH3:13].CO, predict the reaction product. (4) Given the reactants [CH3:1][C:2]1[CH:6]=[C:5](C)[N:4]([C:8](=[NH:20])[NH:9][S:10]([C:13]2[CH:18]=[CH:17][C:16]([CH3:19])=[CH:15][CH:14]=2)(=[O:12])=[O:11])N=1.CS(O)(=O)=O.[CH2:26](N)[CH2:27][C:28]1C=CC=C[CH:29]=1, predict the reaction product. The product is: [NH2:20][C:8]([NH:4][CH2:5][CH2:6][C:2]1[CH:1]=[CH:29][CH:28]=[CH:27][CH:26]=1)=[N:9][S:10]([C:13]1[CH:14]=[CH:15][C:16]([CH3:19])=[CH:17][CH:18]=1)(=[O:11])=[O:12]. (5) Given the reactants [Cl:1][C:2]1[CH:3]=[C:4]([CH:10]([OH:17])[C:11]#[C:12][C:13]([CH3:16])([OH:15])[CH3:14])[CH:5]=[CH:6][C:7]=1[O:8][CH3:9], predict the reaction product. The product is: [Cl:1][C:2]1[CH:3]=[C:4]([C:10](=[O:17])[C:11]#[C:12][C:13]([OH:15])([CH3:14])[CH3:16])[CH:5]=[CH:6][C:7]=1[O:8][CH3:9]. (6) Given the reactants [CH3:1][O:2][C:3]1[N:8]=[C:7]([CH2:9][CH:10]2[NH:15][C:14](=O)[CH2:13][NH:12][C:11]2=O)[CH:6]=[CH:5][CH:4]=1.CSC.B.C1COCC1.[OH-].[Na+], predict the reaction product. The product is: [CH3:1][O:2][C:3]1[N:8]=[C:7]([CH2:9][CH:10]2[CH2:11][NH:12][CH2:13][CH2:14][NH:15]2)[CH:6]=[CH:5][CH:4]=1. (7) The product is: [CH2:14]([N:5]([CH2:4][C:3]1[CH:16]=[C:17]([C:20]([F:23])([F:22])[F:21])[CH:18]=[CH:19][C:2]=1[B:24]1[O:28][C:27]([CH3:30])([CH3:29])[C:26]([CH3:32])([CH3:31])[O:25]1)[C:6](=[O:13])[C:7]1[CH:12]=[CH:11][CH:10]=[CH:9][CH:8]=1)[CH3:15]. Given the reactants Br[C:2]1[CH:19]=[CH:18][C:17]([C:20]([F:23])([F:22])[F:21])=[CH:16][C:3]=1[CH2:4][N:5]([CH2:14][CH3:15])[C:6](=[O:13])[C:7]1[CH:12]=[CH:11][CH:10]=[CH:9][CH:8]=1.[B:24]1([B:24]2[O:28][C:27]([CH3:30])([CH3:29])[C:26]([CH3:32])([CH3:31])[O:25]2)[O:28][C:27]([CH3:30])([CH3:29])[C:26]([CH3:32])([CH3:31])[O:25]1, predict the reaction product.